This data is from Catalyst prediction with 721,799 reactions and 888 catalyst types from USPTO. The task is: Predict which catalyst facilitates the given reaction. (1) Reactant: [C:1]([C:3]1[C:4]([C:19]([F:22])([F:21])[F:20])=[C:5]2[C:9](=[CH:10][CH:11]=1)[N:8]([CH:12]([CH3:17])[C:13](OC)=[O:14])[C:7]([CH3:18])=[CH:6]2)#[N:2].[Li+].[BH4-]. Product: [OH:14][CH2:13][CH:12]([N:8]1[C:9]2[C:5](=[C:4]([C:19]([F:22])([F:20])[F:21])[C:3]([C:1]#[N:2])=[CH:11][CH:10]=2)[CH:6]=[C:7]1[CH3:18])[CH3:17]. The catalyst class is: 1. (2) Reactant: [NH2:1]/[C:2](/[C:8]1[CH:13]=[CH:12][C:11]([F:14])=[CH:10][CH:9]=1)=[CH:3]\[C:4]([O:6][CH3:7])=[O:5].[F:15][C:16]([F:35])([F:34])[C:17](OI(C1C=CC=CC=1)O[C:17](=[O:18])[C:16]([F:35])([F:34])[F:15])=[O:18]. Product: [F:14][C:11]1[CH:10]=[CH:9][C:8]([C:2]2[N:1]=[C:17]([C:16]([F:35])([F:34])[F:15])[O:18][C:3]=2[C:4]([O:6][CH3:7])=[O:5])=[CH:13][CH:12]=1. The catalyst class is: 26. (3) Reactant: B#B.C1COCC1.[Br:8][C:9]1[CH:10]=[C:11]([CH2:15][C:16](O)=[O:17])[CH:12]=[N:13][CH:14]=1.O. Product: [Br:8][C:9]1[CH:10]=[C:11]([CH2:15][CH2:16][OH:17])[CH:12]=[N:13][CH:14]=1. The catalyst class is: 56. (4) Reactant: C1N=CN(C(N2C=NC=C2)=O)C=1.[S:13]1[C:17]2[CH:18]=[CH:19][C:20]([C:22]([OH:24])=O)=[CH:21][C:16]=2[N:15]=[N:14]1.Cl.[NH:26]1[CH2:31][CH2:30][C:29](=[O:32])[CH2:28][CH2:27]1.C(N(CC)CC)C. Product: [S:13]1[C:17]2[CH:18]=[CH:19][C:20]([C:22]([N:26]3[CH2:31][CH2:30][C:29](=[O:32])[CH2:28][CH2:27]3)=[O:24])=[CH:21][C:16]=2[N:15]=[N:14]1. The catalyst class is: 56. (5) Reactant: [Cl:1][CH2:2][C:3](Cl)=[O:4].[NH2:6][C:7]1[CH:12]=[CH:11][CH:10]=[CH:9][N:8]=1.N1C=CC=CC=1.O. Product: [Cl:1][CH2:2][C:3]([NH:6][C:7]1[CH:12]=[CH:11][CH:10]=[CH:9][N:8]=1)=[O:4]. The catalyst class is: 1. (6) Reactant: Cl[C:2]1[C:3]2[C:10]([C:11]([C:13]3[C:14]([F:33])=[C:15]([NH:20][S:21]([C:24]4[CH:29]=[CH:28][C:27]([CH2:30][CH2:31][CH3:32])=[CH:26][CH:25]=4)(=[O:23])=[O:22])[CH:16]=[CH:17][C:18]=3[F:19])=[O:12])=[CH:9][NH:8][C:4]=2[N:5]=[CH:6][N:7]=1.C(O)(C)C.[CH:38]1([NH2:41])[CH2:40][CH2:39]1.O. Product: [CH:38]1([NH:41][C:2]2[C:3]3[C:10]([C:11]([C:13]4[C:14]([F:33])=[C:15]([NH:20][S:21]([C:24]5[CH:25]=[CH:26][C:27]([CH2:30][CH2:31][CH3:32])=[CH:28][CH:29]=5)(=[O:22])=[O:23])[CH:16]=[CH:17][C:18]=4[F:19])=[O:12])=[CH:9][NH:8][C:4]=3[N:5]=[CH:6][N:7]=2)[CH2:40][CH2:39]1. The catalyst class is: 170. (7) Reactant: Cl[C:2]1[N:7]=[C:6]([C:8]2[CH:13]=[CH:12][C:11]([OH:14])=[CH:10][CH:9]=2)[CH:5]=[N:4][CH:3]=1.[NH2:15][C:16]1[CH:31]=[CH:30][C:19]([C:20]([NH:22][CH2:23][CH2:24][N:25]([CH2:28][CH3:29])[CH2:26][CH3:27])=[O:21])=[CH:18][CH:17]=1.CC1(C)C2C(=C(P(C3C=CC=CC=3)C3C=CC=CC=3)C=CC=2)OC2C(P(C3C=CC=CC=3)C3C=CC=CC=3)=CC=CC1=2. Product: [CH2:28]([N:25]([CH2:26][CH3:27])[CH2:24][CH2:23][NH:22][C:20](=[O:21])[C:19]1[CH:18]=[CH:17][C:16]([NH:15][C:2]2[CH:3]=[N:4][CH:5]=[C:6]([C:8]3[CH:13]=[CH:12][C:11]([OH:14])=[CH:10][CH:9]=3)[N:7]=2)=[CH:31][CH:30]=1)[CH3:29]. The catalyst class is: 102. (8) Reactant: [OH-].[K+].[CH3:3][Si:4]([CH3:28])([CH3:27])[C:5]1[CH:6]=[CH:7][CH:8]=[C:9]2[C:13]=1[N:12]([CH2:14][C:15]1[CH:20]=[CH:19][CH:18]=[C:17]([F:21])[CH:16]=1)[C:11]([C:22]([O:24]CC)=[O:23])=[CH:10]2.CO.O. Product: [CH3:3][Si:4]([CH3:28])([CH3:27])[C:5]1[CH:6]=[CH:7][CH:8]=[C:9]2[C:13]=1[N:12]([CH2:14][C:15]1[CH:20]=[CH:19][CH:18]=[C:17]([F:21])[CH:16]=1)[C:11]([C:22]([OH:24])=[O:23])=[CH:10]2. The catalyst class is: 12. (9) Reactant: [CH:1]1[C:10]2[C:5](=[CH:6][CH:7]=[CH:8][CH:9]=2)[C:4]([NH2:11])=[CH:3][N:2]=1.N1C=CC=CC=1.Cl[C:19]([O:21][C:22]1[CH:27]=[CH:26][CH:25]=[CH:24][CH:23]=1)=[O:20]. Product: [CH:1]1[C:10]2[C:5](=[CH:6][CH:7]=[CH:8][CH:9]=2)[C:4]([NH:11][C:19](=[O:20])[O:21][C:22]2[CH:27]=[CH:26][CH:25]=[CH:24][CH:23]=2)=[CH:3][N:2]=1. The catalyst class is: 47. (10) Reactant: [Cl:1][C:2]1[CH:3]=[N:4][N:5]([CH3:17])[C:6]=1[C:7]1[C:8]([CH3:16])=[C:9]([CH:13]=[CH:14][CH:15]=1)[C:10]([O-:12])=O.[OH-].[Na+].Cl.C(N(CC)CC)C.Cl.[NH2:29][CH2:30][C:31]1[C:32](=[O:39])[NH:33][C:34]([CH3:38])=[CH:35][C:36]=1[CH3:37].F[P-](F)(F)(F)(F)F.N1(OC(N(C)C)=[N+](C)C)C2N=CC=CC=2N=N1. Product: [Cl:1][C:2]1[CH:3]=[N:4][N:5]([CH3:17])[C:6]=1[C:7]1[C:8]([CH3:16])=[C:9]([CH:13]=[CH:14][CH:15]=1)[C:10]([NH:29][CH2:30][C:31]1[C:32](=[O:39])[NH:33][C:34]([CH3:38])=[CH:35][C:36]=1[CH3:37])=[O:12]. The catalyst class is: 24.